From a dataset of Forward reaction prediction with 1.9M reactions from USPTO patents (1976-2016). Predict the product of the given reaction. (1) Given the reactants [CH:1]([O:4][C:5]([N:7]1[CH2:12][CH2:11][CH:10]([O:13][N:14]=[C:15]2[CH2:20][CH2:19][N:18]([C:21]3[CH:26]=[C:25]([F:27])[C:24]([CH2:28][OH:29])=[CH:23][C:22]=3[F:30])[CH2:17][CH2:16]2)[CH2:9][CH2:8]1)=[O:6])([CH3:3])[CH3:2].[C:31]([NH:38][C@H:39]([C:43](O)=[O:44])[CH:40]([CH3:42])[CH3:41])([O:33][C:34]([CH3:37])([CH3:36])[CH3:35])=[O:32].C(Cl)CCl, predict the reaction product. The product is: [CH:1]([O:4][C:5]([N:7]1[CH2:12][CH2:11][CH:10]([O:13][N:14]=[C:15]2[CH2:16][CH2:17][N:18]([C:21]3[CH:26]=[C:25]([F:27])[C:24]([CH2:28][O:29][C:43](=[O:44])[C@@H:39]([NH:38][C:31]([O:33][C:34]([CH3:35])([CH3:37])[CH3:36])=[O:32])[CH:40]([CH3:42])[CH3:41])=[CH:23][C:22]=3[F:30])[CH2:19][CH2:20]2)[CH2:9][CH2:8]1)=[O:6])([CH3:3])[CH3:2]. (2) Given the reactants [C:1]([C:3]1[CH:19]=[CH:18][C:6]([O:7][C:8]2[CH:9]=[C:10]([CH:14]=[C:15]([OH:17])[CH:16]=2)[C:11]([OH:13])=O)=[CH:5][CH:4]=1)#[N:2].[C:20]([O:24][C:25](=[O:35])[NH:26][CH2:27][CH2:28][CH:29]1[CH2:34][CH2:33][NH:32][CH2:31][CH2:30]1)([CH3:23])([CH3:22])[CH3:21], predict the reaction product. The product is: [C:20]([O:24][C:25](=[O:35])[NH:26][CH2:27][CH2:28][CH:29]1[CH2:30][CH2:31][N:32]([C:11](=[O:13])[C:10]2[CH:14]=[C:15]([OH:17])[CH:16]=[C:8]([O:7][C:6]3[CH:5]=[CH:4][C:3]([C:1]#[N:2])=[CH:19][CH:18]=3)[CH:9]=2)[CH2:33][CH2:34]1)([CH3:23])([CH3:21])[CH3:22]. (3) Given the reactants [Cl:1][C:2]1[CH:17]=[CH:16][CH:15]=[C:14]([N+:18]([O-])=O)[C:3]=1[C:4]([NH:6][C:7]1[CH:12]=[CH:11][CH:10]=[C:9]([F:13])[CH:8]=1)=[O:5].C([O-])=O.[NH4+], predict the reaction product. The product is: [NH2:18][C:14]1[CH:15]=[CH:16][CH:17]=[C:2]([Cl:1])[C:3]=1[C:4]([NH:6][C:7]1[CH:12]=[CH:11][CH:10]=[C:9]([F:13])[CH:8]=1)=[O:5]. (4) Given the reactants [Cl:1][C:2]1[CH:7]=[CH:6][C:5]([C:8]2([CH:12]([C:17]3[CH:18]=[C:19]([CH:22]=[CH:23][CH:24]=3)[C:20]#[N:21])[CH2:13][N+:14]([O-])=O)[CH2:11][CH2:10][CH2:9]2)=[CH:4][CH:3]=1.C(O)(=O)C, predict the reaction product. The product is: [NH2:14][CH2:13][CH:12]([C:17]1[CH:18]=[C:19]([CH:22]=[CH:23][CH:24]=1)[C:20]#[N:21])[C:8]1([C:5]2[CH:6]=[CH:7][C:2]([Cl:1])=[CH:3][CH:4]=2)[CH2:11][CH2:10][CH2:9]1. (5) Given the reactants Cl[C:2]1[C:3]2[CH:10]([CH3:11])[CH2:9][N:8](CC3C=CC(OC)=CC=3)[C:4]=2[N:5]=[CH:6][N:7]=1.[C:21]([N:28]1[CH2:33][CH2:32][NH:31][CH2:30][CH2:29]1)([O:23][C:24]([CH3:27])([CH3:26])[CH3:25])=[O:22].C(O[K])(C)(C)C.C(OCC)(=O)C, predict the reaction product. The product is: [C:24]([O:23][C:21]([N:28]1[CH2:33][CH2:32][N:31]([C:2]2[C:3]3[CH:10]([CH3:11])[CH2:9][NH:8][C:4]=3[N:5]=[CH:6][N:7]=2)[CH2:30][CH2:29]1)=[O:22])([CH3:27])([CH3:25])[CH3:26]. (6) Given the reactants [CH2:1]([O:3][C:4](=[O:15])[C:5]1[CH:10]=[CH:9][C:8]([NH2:11])=[C:7]([N+:12]([O-:14])=[O:13])[CH:6]=1)[CH3:2].[I:16]I, predict the reaction product. The product is: [CH2:1]([O:3][C:4](=[O:15])[C:5]1[CH:6]=[C:7]([N+:12]([O-:14])=[O:13])[C:8]([NH2:11])=[C:9]([I:16])[CH:10]=1)[CH3:2]. (7) Given the reactants Cl[S:2]([C:5]1[CH:6]=[C:7]([CH:41]=[CH:42][CH:43]=1)[C:8]([NH:10][C:11]1[S:12][C:13]2[CH2:40][CH2:39][CH2:38][CH2:37][C:14]=2[C:15]=1[C:16]([NH:18][C:19]1[CH:24]=[CH:23][C:22]([CH2:25][CH2:26][C:27]2[CH:36]=[CH:35][C:30]([C:31]([O:33][CH3:34])=[O:32])=[CH:29][CH:28]=2)=[CH:21][CH:20]=1)=[O:17])=[O:9])(=[O:4])=[O:3].[CH3:44][NH:45][CH2:46][C@@H:47]([C@H:49]([C@@H:51]([C@@H:53]([CH2:55][OH:56])[OH:54])[OH:52])[OH:50])[OH:48], predict the reaction product. The product is: [CH3:34][O:33][C:31]([C:30]1[CH:35]=[CH:36][C:27]([CH2:26][CH2:25][C:22]2[CH:23]=[CH:24][C:19]([NH:18][C:16]([C:15]3[C:14]4[CH2:37][CH2:38][CH2:39][CH2:40][C:13]=4[S:12][C:11]=3[NH:10][C:8]([C:7]3[CH:6]=[C:5]([S:2]([N:45]([CH3:44])[CH2:46][C@@H:47]([C@H:49]([C@@H:51]([C@@H:53]([CH2:55][OH:56])[OH:54])[OH:52])[OH:50])[OH:48])(=[O:4])=[O:3])[CH:43]=[CH:42][CH:41]=3)=[O:9])=[O:17])=[CH:20][CH:21]=2)=[CH:28][CH:29]=1)=[O:32].